Dataset: Forward reaction prediction with 1.9M reactions from USPTO patents (1976-2016). Task: Predict the product of the given reaction. (1) Given the reactants C(OCN1C2C(N)=NC(CCCC)=NC=2C(C#CCCCC[N:30]2[CH2:34][CH2:33][CH2:32]C2)=C1)C1C=CC=CC=1.[NH2:35][C:36]1[C:37]2[N:48]([CH2:49][O:50][CH2:51][C:52]3[CH:57]=[CH:56][CH:55]=[CH:54][CH:53]=3)[C:47]([CH3:58])=[C:46]([C:59]#[C:60][CH2:61][CH2:62][CH:63]=O)[C:38]=2[N:39]=[C:40]([CH2:42][CH2:43][CH2:44][CH3:45])[N:41]=1.N1CCC1, predict the reaction product. The product is: [N:30]1([CH2:63][CH2:62][CH2:61][C:60]#[C:59][C:46]2[C:38]3[N:39]=[C:40]([CH2:42][CH2:43][CH2:44][CH3:45])[N:41]=[C:36]([NH2:35])[C:37]=3[N:48]([CH2:49][O:50][CH2:51][C:52]3[CH:57]=[CH:56][CH:55]=[CH:54][CH:53]=3)[C:47]=2[CH3:58])[CH2:32][CH2:33][CH2:34]1. (2) Given the reactants [Br:1][C:2]1[CH:3]=[C:4]([C:15]([F:18])([F:17])[F:16])[C:5]2[N:6]([C:8]([Cl:14])=[C:9]([C:11]([OH:13])=O)[N:10]=2)[CH:7]=1.[CH3:19][C@@H:20]1[O:24][C:23](=[O:25])[N:22]([CH:26]2[CH2:31][CH2:30][NH:29][CH2:28][CH2:27]2)[C:21]1=[O:32].C(N(CC)C(C)C)(C)C.CN(C(ON1N=NC2C=CC=NC1=2)=[N+](C)C)C.F[P-](F)(F)(F)(F)F, predict the reaction product. The product is: [Br:1][C:2]1[CH:3]=[C:4]([C:15]([F:18])([F:17])[F:16])[C:5]2[N:6]([C:8]([Cl:14])=[C:9]([C:11]([N:29]3[CH2:28][CH2:27][CH:26]([N:22]4[C:21](=[O:32])[C@H:20]([CH3:19])[O:24][C:23]4=[O:25])[CH2:31][CH2:30]3)=[O:13])[N:10]=2)[CH:7]=1. (3) Given the reactants [CH3:1][N:2]1[CH:6]([C:7]([O:9]C)=[O:8])[CH2:5][N:4]([C:11]2[CH:12]=[N:13][CH:14]=[CH:15][CH:16]=2)[C:3]1=[O:17].[OH-].[Li+].Cl, predict the reaction product. The product is: [CH3:1][N:2]1[CH:6]([C:7]([OH:9])=[O:8])[CH2:5][N:4]([C:11]2[CH:12]=[N:13][CH:14]=[CH:15][CH:16]=2)[C:3]1=[O:17]. (4) Given the reactants [Br:1][C:2]1[C:3]([O:13][CH3:14])=[C:4]([C:10](=[O:12])[CH3:11])[CH:5]=[C:6]([Cl:9])[C:7]=1[CH3:8].[Br:15]N1C(=O)CCC1=O.C(OOC(=O)C1C=CC=CC=1)(=O)C1C=CC=CC=1, predict the reaction product. The product is: [Br:1][C:2]1[C:3]([O:13][CH3:14])=[C:4]([C:10](=[O:12])[CH3:11])[CH:5]=[C:6]([Cl:9])[C:7]=1[CH2:8][Br:15].